From a dataset of Forward reaction prediction with 1.9M reactions from USPTO patents (1976-2016). Predict the product of the given reaction. (1) Given the reactants [C:1]([O:5][C:6]([NH:8][C:9]([CH3:14])([CH3:13])[C:10]([OH:12])=O)=[O:7])([CH3:4])([CH3:3])[CH3:2].[CH3:15][O:16][C:17]([C:19]12[CH2:28][CH:23]3[CH2:24][CH:25]([CH2:27][CH:21]([CH:22]3[NH2:29])[CH2:20]1)[CH2:26]2)=[O:18].CCN=C=NCCCN(C)C.C1C=CC2N(O)N=NC=2C=1, predict the reaction product. The product is: [CH3:15][O:16][C:17]([C:19]12[CH2:28][CH:23]3[CH2:24][CH:25]([CH2:27][CH:21]([CH:22]3[NH:29][C:10](=[O:12])[C:9]([NH:8][C:6]([O:5][C:1]([CH3:2])([CH3:3])[CH3:4])=[O:7])([CH3:14])[CH3:13])[CH2:20]1)[CH2:26]2)=[O:18]. (2) The product is: [CH:14]1([CH2:13][O:12][C:7]2[C:2]([C:22]3[CH:23]=[CH:24][C:19]([C:18]([F:29])([F:28])[F:17])=[CH:20][CH:21]=3)=[CH:3][C:4]([C:9]([NH:31][CH2:32][CH:33]3[CH2:38][CH2:37][CH2:36][CH2:35][CH:34]3[OH:39])=[O:11])=[CH:5][N:6]=2)[CH2:16][CH2:15]1. Given the reactants Br[C:2]1[CH:3]=[C:4]([C:9]([OH:11])=O)[CH:5]=[N:6][C:7]=1Cl.[OH:12][CH2:13][CH:14]1[CH2:16][CH2:15]1.[F:17][C:18]([F:29])([F:28])[C:19]1[CH:24]=[CH:23][C:22](B(O)O)=[CH:21][CH:20]=1.Cl.[NH2:31][CH2:32][C@H:33]1[CH2:38][CH2:37][CH2:36][CH2:35][C@H:34]1[OH:39], predict the reaction product. (3) Given the reactants [F:1][C:2]1[CH:23]=[CH:22][CH:21]=[C:20]([F:24])[C:3]=1[CH2:4][O:5][C:6]1[N:11]2[N:12]=[C:13]([CH3:18])[C:14]([C:15]([OH:17])=O)=[C:10]2[CH:9]=[C:8]([CH3:19])[CH:7]=1.[NH2:25][CH:26]([C:29]1[CH:34]=[CH:33][C:32]([Cl:35])=[CH:31][CH:30]=1)[C:27]#[N:28].CN(C(ON1N=NC2C=CC=NC1=2)=[N+](C)C)C.F[P-](F)(F)(F)(F)F.CN1CCOCC1, predict the reaction product. The product is: [Cl:35][C:32]1[CH:31]=[CH:30][C:29]([CH:26]([C:27]#[N:28])[NH:25][C:15]([C:14]2[C:13]([CH3:18])=[N:12][N:11]3[C:6]([O:5][CH2:4][C:3]4[C:20]([F:24])=[CH:21][CH:22]=[CH:23][C:2]=4[F:1])=[CH:7][C:8]([CH3:19])=[CH:9][C:10]=23)=[O:17])=[CH:34][CH:33]=1. (4) Given the reactants [CH2:1]([O:8][C:9]1[CH:14]=[C:13]([O:15][CH2:16][C:17]2[CH:22]=[CH:21][CH:20]=[CH:19][CH:18]=2)C(C=O)=[CH:11][C:10]=1[CH2:25][CH2:26][CH2:27][O:28][CH2:29][CH2:30][CH2:31][O:32][CH2:33][CH2:34][CH2:35][C:36]1[CH:41]=[C:40]([CH:42]=O)[C:39]([O:44][CH2:45][C:46]2[CH:51]=[CH:50][CH:49]=[CH:48][CH:47]=2)=[CH:38][C:37]=1[O:52][CH2:53][C:54]1[CH:59]=[CH:58][CH:57]=[CH:56][CH:55]=1)[C:2]1[CH:7]=[CH:6][CH:5]=[CH:4][CH:3]=1.Cl.[NH2:61]O.C([N:65]([CH2:68][CH3:69])CC)C.C1(=O)OC(=O)C2=CC=CC=C12, predict the reaction product. The product is: [C:42]([C:40]1[C:39]([O:44][CH2:45][C:46]2[CH:51]=[CH:50][CH:49]=[CH:48][CH:47]=2)=[CH:38][C:37]([O:52][CH2:53][C:54]2[CH:59]=[CH:58][CH:57]=[CH:56][CH:55]=2)=[C:36]([CH2:35][CH2:34][CH2:33][O:32][CH2:31][CH2:30][CH2:29][O:28][CH2:27][CH2:26][CH2:25][C:10]2[CH:11]=[C:69]([C:68]#[N:65])[C:13]([O:15][CH2:16][C:17]3[CH:22]=[CH:21][CH:20]=[CH:19][CH:18]=3)=[CH:14][C:9]=2[O:8][CH2:1][C:2]2[CH:7]=[CH:6][CH:5]=[CH:4][CH:3]=2)[CH:41]=1)#[N:61]. (5) Given the reactants C(OC(=O)[NH:7][C:8]1[CH:13]=[CH:12][CH:11]=[CH:10][C:9]=1[C:14](=[O:19])[NH:15][CH2:16][CH2:17][CH3:18])(C)(C)C.C(Cl)Cl.FC(F)(F)C(O)=O, predict the reaction product. The product is: [NH2:7][C:8]1[CH:13]=[CH:12][CH:11]=[CH:10][C:9]=1[C:14]([NH:15][CH2:16][CH2:17][CH3:18])=[O:19]. (6) Given the reactants C(OC([NH:8][CH2:9][CH:10]1[CH2:15][CH2:14][N:13]([C:16]2[N:20]([CH3:21])[N:19]=[CH:18][C:17]=2[NH:22][C:23]([C:25]2[N:26]=[C:27](Br)[S:28][C:29]=2[NH:30]C(=O)OC(C)(C)C)=[O:24])[CH2:12][CH2:11]1)=O)CCC.[C:39]1(B(O)O)[CH2:43][CH2:42][CH2:41][CH:40]=1, predict the reaction product. The product is: [NH2:30][C:29]1[S:28][C:27]([C:39]2[CH2:43][CH2:42][CH2:41][CH:40]=2)=[N:26][C:25]=1[C:23]([NH:22][C:17]1[CH:18]=[N:19][N:20]([CH3:21])[C:16]=1[N:13]1[CH2:14][CH2:15][CH:10]([CH2:9][NH2:8])[CH2:11][CH2:12]1)=[O:24]. (7) The product is: [Cl:23][C:18]1[CH:17]=[C:16]([C:14]2[N:15]=[C:11]([C:9]3[CH:10]=[C:5]([C:3]([OH:4])=[O:2])[C:6]([C:24]4[CH:29]=[CH:28][C:27]([C:30](=[O:31])[NH:40][CH2:39][C:38]5[N:34]([CH3:33])[N:35]=[CH:36][CH:37]=5)=[CH:26][CH:25]=4)=[CH:7][CH:8]=3)[S:12][CH:13]=2)[CH:21]=[CH:20][C:19]=1[Cl:22]. Given the reactants C[O:2][C:3]([C:5]1[C:6]([C:24]2[CH:29]=[CH:28][C:27]([C:30](O)=[O:31])=[CH:26][CH:25]=2)=[CH:7][CH:8]=[C:9]([C:11]2[S:12][CH:13]=[C:14]([C:16]3[CH:21]=[CH:20][C:19]([Cl:22])=[C:18]([Cl:23])[CH:17]=3)[N:15]=2)[CH:10]=1)=[O:4].[CH3:33][N:34]1[C:38]([CH2:39][NH2:40])=[CH:37][CH:36]=[N:35]1, predict the reaction product. (8) Given the reactants [ClH:1].Cl.FC1C=CC(C2C=NC(N3CCNCC3)=NC=2)=CC=1.C(OC([N:29]1[CH2:34][CH2:33][N:32]([C:35]2[CH:40]=[CH:39][C:38]([C:41]3[CH:46]=[CH:45][C:44]([Cl:47])=[CH:43][CH:42]=3)=[CH:37][N:36]=2)[CH2:31][CH2:30]1)=O)(C)(C)C, predict the reaction product. The product is: [ClH:47].[ClH:1].[Cl:47][C:44]1[CH:43]=[CH:42][C:41]([C:38]2[CH:39]=[CH:40][C:35]([N:32]3[CH2:31][CH2:30][NH:29][CH2:34][CH2:33]3)=[N:36][CH:37]=2)=[CH:46][CH:45]=1.